This data is from Full USPTO retrosynthesis dataset with 1.9M reactions from patents (1976-2016). The task is: Predict the reactants needed to synthesize the given product. (1) Given the product [N+:1]([C:4]1[CH:8]=[N:7][N:6]([CH2:9][O:10][CH2:11][CH2:12][Si:13]([CH3:14])([CH3:15])[CH3:16])[C:5]=1[CH2:17][OH:18])([O-:3])=[O:2], predict the reactants needed to synthesize it. The reactants are: [N+:1]([C:4]1[CH:8]=[N:7][N:6]([CH2:9][O:10][CH2:11][CH2:12][Si:13]([CH3:16])([CH3:15])[CH3:14])[C:5]=1[C:17](OCC)=[O:18])([O-:3])=[O:2].[BH4-].[Na+].[Cl-].[NH4+].Cl. (2) Given the product [CH2:22]([C:9]1[CH:8]=[C:5]([CH:4]=[C:3]([O:2][CH3:1])[C:10]=1[OH:11])[CH:6]=[O:7])[CH:17]=[CH2:18], predict the reactants needed to synthesize it. The reactants are: [CH3:1][O:2][C:3]1[CH:4]=[C:5]([CH:8]=[CH:9][C:10]=1[O:11]CC=C)[CH:6]=[O:7].[OH-].[Na+].[C:17]1(C)[CH:22]=C(C)C=C(C)[CH:18]=1. (3) Given the product [CH:1]1([CH:7]([NH:22][C:23]2[CH:31]=[CH:30][C:26]([C:27]([N:33]([CH3:32])[CH2:34][CH2:35][C:36]([O:38][CH2:39][CH3:40])=[O:37])=[O:28])=[CH:25][CH:24]=2)[C:8]2[CH:12]=[C:11]([C:13]3[CH:14]=[N:15][C:16]([O:19][CH3:20])=[CH:17][CH:18]=3)[O:10][C:9]=2[CH3:21])[CH2:2][CH2:3][CH2:4][CH2:5][CH2:6]1, predict the reactants needed to synthesize it. The reactants are: [CH:1]1([CH:7]([NH:22][C:23]2[CH:31]=[CH:30][C:26]([C:27](O)=[O:28])=[CH:25][CH:24]=2)[C:8]2[CH:12]=[C:11]([C:13]3[CH:14]=[N:15][C:16]([O:19][CH3:20])=[CH:17][CH:18]=3)[O:10][C:9]=2[CH3:21])[CH2:6][CH2:5][CH2:4][CH2:3][CH2:2]1.[CH3:32][NH:33][CH2:34][CH2:35][C:36]([O:38][CH2:39][CH3:40])=[O:37].Cl.C(N=C=NCCCN(C)C)C.O.OC1C2N=NNC=2C=CC=1. (4) Given the product [CH2:11]([C:7]1[C:6]2[O:13][CH:2]([CH:14]([CH3:16])[CH3:15])[C:3](=[O:18])[NH:4][C:5]=2[CH:10]=[CH:9][CH:8]=1)[CH3:12], predict the reactants needed to synthesize it. The reactants are: Br[CH:2]([CH:14]([CH3:16])[CH3:15])[CH2:3][N-:4][C:5]1[CH:10]=[CH:9][CH:8]=[C:7]([CH2:11][CH3:12])[C:6]=1[OH:13].C(=O)([O-])[O-:18].[K+].[K+].Cl.O. (5) Given the product [N:1]1[C:10]2[C:5](=[CH:6][CH:7]=[CH:8][CH:9]=2)[C:4]([C:11]([Cl:16])=[O:13])=[CH:3][CH:2]=1, predict the reactants needed to synthesize it. The reactants are: [N:1]1[C:10]2[C:5](=[CH:6][CH:7]=[CH:8][CH:9]=2)[C:4]([C:11]([OH:13])=O)=[CH:3][CH:2]=1.S(Cl)([Cl:16])=O. (6) The reactants are: [F:1][C:2]1[CH:3]=[CH:4][C:5]([N+:12]([O-])=O)=[C:6]([CH:11]=1)[C:7]([NH:9][CH3:10])=[O:8].[H][H]. Given the product [NH2:12][C:5]1[CH:4]=[CH:3][C:2]([F:1])=[CH:11][C:6]=1[C:7]([NH:9][CH3:10])=[O:8], predict the reactants needed to synthesize it. (7) Given the product [CH2:1]([C:5]1[CH:12]=[CH:11][CH:10]=[CH:9][C:6]=1[CH:7]1[C:21]([C:22]([O:24][CH2:25][CH3:26])=[O:23])=[C:20]([CH2:27][CH2:28][CH3:29])[NH:13][C:14]2[NH:15][N:16]=[CH:17][C:18]1=2)[CH2:2][CH2:3][CH3:4], predict the reactants needed to synthesize it. The reactants are: [CH2:1]([C:5]1[CH:12]=[CH:11][CH:10]=[CH:9][C:6]=1[CH:7]=O)[CH2:2][CH2:3][CH3:4].[NH2:13][C:14]1[CH:18]=[CH:17][NH:16][N:15]=1.O=[C:20]([CH2:27][CH2:28][CH3:29])[CH2:21][C:22]([O:24][CH2:25][CH3:26])=[O:23]. (8) Given the product [ClH:1].[Cl:1][C:2]1[C:7]([C:8]([F:11])([F:10])[F:9])=[CH:6][CH:5]=[CH:4][C:3]=1[CH2:12][NH:13][C:14](=[O:27])[C@H:15]([CH2:16][OH:17])[NH:18][CH3:19], predict the reactants needed to synthesize it. The reactants are: [Cl:1][C:2]1[C:7]([C:8]([F:11])([F:10])[F:9])=[CH:6][CH:5]=[CH:4][C:3]=1[CH2:12][NH:13][C:14](=[O:27])[CH:15]([N:18](C)[C:19](=O)OC(C)(C)C)[CH2:16][OH:17].Cl. (9) Given the product [C:24]([O:27][CH2:28][C:29]1[C:30]([N:44]2[CH2:55][CH2:54][N:53]3[C:46](=[CH:47][C:48]4[CH2:49][C:50]([CH3:57])([CH3:56])[CH2:51][C:52]=43)[C:45]2=[O:58])=[N:31][CH:32]=[CH:33][C:34]=1[C:2]1[CH:3]=[C:4]([NH:10][C:11]2[CH:23]=[C:14]3[CH2:15][N:16]([CH2:19][CH2:20][O:21][CH3:22])[CH2:17][CH2:18][N:13]3[N:12]=2)[C:5](=[O:9])[N:6]([CH3:8])[N:7]=1)(=[O:26])[CH3:25], predict the reactants needed to synthesize it. The reactants are: Cl[C:2]1[CH:3]=[C:4]([NH:10][C:11]2[CH:23]=[C:14]3[CH2:15][N:16]([CH2:19][CH2:20][O:21][CH3:22])[CH2:17][CH2:18][N:13]3[N:12]=2)[C:5](=[O:9])[N:6]([CH3:8])[N:7]=1.[C:24]([O:27][CH2:28][C:29]1[C:30]([N:44]2[CH2:55][CH2:54][N:53]3[C:46](=[CH:47][C:48]4[CH2:49][C:50]([CH3:57])([CH3:56])[CH2:51][C:52]=43)[C:45]2=[O:58])=[N:31][CH:32]=[CH:33][C:34]=1B1OC(C)(C)C(C)(C)O1)(=[O:26])[CH3:25].[O-]P([O-])([O-])=O.[K+].[K+].[K+].C([O-])(=O)C.[Na+]. (10) The reactants are: [CH2:1]([N:8]1[CH2:13][CH2:12][C:11](=[CH:14][C:15]2[CH:22]=[CH:21][C:18]([C:19]#[N:20])=[CH:17][CH:16]=2)[CH2:10][CH2:9]1)[C:2]1[CH:7]=[CH:6][CH:5]=[CH:4][CH:3]=1.C(Cl)(Cl)Cl.Cl.[CH2:28]([OH:30])[CH3:29]. Given the product [CH2:28]([O:30][C:19](=[NH:20])[C:18]1[CH:17]=[CH:16][C:15]([CH:14]=[C:11]2[CH2:12][CH2:13][N:8]([CH2:1][C:2]3[CH:3]=[CH:4][CH:5]=[CH:6][CH:7]=3)[CH2:9][CH2:10]2)=[CH:22][CH:21]=1)[CH3:29], predict the reactants needed to synthesize it.